Dataset: Full USPTO retrosynthesis dataset with 1.9M reactions from patents (1976-2016). Task: Predict the reactants needed to synthesize the given product. (1) Given the product [Br:1][CH:7]([CH2:8][CH3:9])[C:6](=[O:10])[C:4]([CH3:11])([CH3:5])[CH3:3], predict the reactants needed to synthesize it. The reactants are: [Br:1]Br.[CH3:3][C:4]([CH3:11])([C:6](=[O:10])[CH2:7][CH2:8][CH3:9])[CH3:5].O. (2) Given the product [CH2:1]([O:3][C:4](=[O:16])[C:5]1[CH:10]=[C:9]([NH2:11])[C:8]([NH:14][CH3:15])=[N:7][CH:6]=1)[CH3:2], predict the reactants needed to synthesize it. The reactants are: [CH2:1]([O:3][C:4](=[O:16])[C:5]1[CH:10]=[C:9]([N+:11]([O-])=O)[C:8]([NH:14][CH3:15])=[N:7][CH:6]=1)[CH3:2]. (3) Given the product [CH3:11][O:12][C:13](=[O:22])[C:14]1[CH:19]=[C:18]([CH:24]=[O:25])[CH:17]=[C:16]([CH3:20])[C:15]=1[OH:21], predict the reactants needed to synthesize it. The reactants are: C1N2CN3CN(C2)CN1C3.[CH3:11][O:12][C:13](=[O:22])[C:14]1[CH:19]=[CH:18][CH:17]=[C:16]([CH3:20])[C:15]=1[OH:21].O.[C:24](O)(C(F)(F)F)=[O:25]. (4) Given the product [Cl:10][C:11]1[C:12](/[CH:13]=[N:7]/[S:6](=[O:9])(=[O:8])[N:2]([CH:3]([CH3:5])[CH3:4])[CH3:1])=[CH:15][C:16]([N:20]2[C:25](=[O:26])[CH:24]=[C:23]([C:27]([F:30])([F:28])[F:29])[N:22]([CH3:31])[C:21]2=[O:32])=[C:17]([F:19])[CH:18]=1, predict the reactants needed to synthesize it. The reactants are: [CH3:1][N:2]([S:6](=[O:9])(=[O:8])[NH2:7])[CH:3]([CH3:5])[CH3:4].[Cl:10][C:11]1[CH:18]=[C:17]([F:19])[C:16]([N:20]2[C:25](=[O:26])[CH:24]=[C:23]([C:27]([F:30])([F:29])[F:28])[N:22]([CH3:31])[C:21]2=[O:32])=[CH:15][C:12]=1[CH:13]=O. (5) The reactants are: [CH3:1][O:2][C:3]([C:5]1[CH:6]=[C:7]([CH:11]=[CH:12][CH:13]=1)[C:8]([OH:10])=O)=[O:4].C(OC(Cl)=O)C.[NH:20]1[CH2:25][CH2:24][CH:23]([OH:26])[CH2:22][CH2:21]1. Given the product [OH:26][CH:23]1[CH2:24][CH2:25][N:20]([C:8]([C:7]2[CH:6]=[C:5]([CH:13]=[CH:12][CH:11]=2)[C:3]([O:2][CH3:1])=[O:4])=[O:10])[CH2:21][CH2:22]1, predict the reactants needed to synthesize it.